Dataset: Reaction yield outcomes from USPTO patents with 853,638 reactions. Task: Predict the reaction yield, written as a fraction of the theoretical maximum amount of product (1.0 means a 100% yield; for example, 0.34 means a 34% yield). The reactants are [OH:1][C:2]1[CH:7]=[C:6]([OH:8])[CH:5]=[CH:4][C:3]=1[C:9](=[O:22])[CH2:10][CH:11]1[CH2:16][CH2:15][CH:14](C(OCC)=O)[CH2:13][CH2:12]1.[Br:23]C1C=CC(CC(O)=O)=CC=1. No catalyst specified. The product is [Br:23][C:14]1[CH:15]=[CH:16][C:11]([CH2:10][C:9]([C:3]2[CH:4]=[CH:5][C:6]([OH:8])=[CH:7][C:2]=2[OH:1])=[O:22])=[CH:12][CH:13]=1. The yield is 0.279.